From a dataset of Forward reaction prediction with 1.9M reactions from USPTO patents (1976-2016). Predict the product of the given reaction. (1) Given the reactants [F:1][C:2]1([F:31])[O:6][C:5]2[CH:7]=[CH:8][C:9]([C:11]3([C:14]([NH:16][CH:17]4[C:26]5[C:21](=[CH:22][C:23]([F:27])=[CH:24][CH:25]=5)[O:20][C:19]5([CH2:30][NH:29][CH2:28]5)[CH2:18]4)=[O:15])[CH2:13][CH2:12]3)=[CH:10][C:4]=2[O:3]1.FC1(F)O[C:36]2C=CC(C3(C(NC4C5C(=CC(F)=CC=5)OC5(CCNCC5)C4)=O)CC3)=C[C:35]=2[O:34]1, predict the reaction product. The product is: [C:35]([N:29]1[CH2:28][C:19]2([CH2:18][CH:17]([NH:16][C:14]([C:11]3([C:9]4[CH:8]=[CH:7][C:5]5[O:6][C:2]([F:1])([F:31])[O:3][C:4]=5[CH:10]=4)[CH2:12][CH2:13]3)=[O:15])[C:26]3[C:21](=[CH:22][C:23]([F:27])=[CH:24][CH:25]=3)[O:20]2)[CH2:30]1)(=[O:34])[CH3:36]. (2) Given the reactants [Cl:1][C:2]1[CH:7]=[CH:6][C:5]([CH:8]([C:24]2[CH:29]=[CH:28][C:27]([S:30]([CH3:33])(=[O:32])=[O:31])=[CH:26][CH:25]=2)[CH2:9][C:10]([C:12]2[CH:13]=[CH:14][C:15](=[O:23])[N:16]([CH2:18][CH2:19][C:20]([OH:22])=[O:21])[CH:17]=2)=O)=[C:4]([CH3:34])[CH:3]=1.Cl.[NH2:36][OH:37].C(=O)([O-])O.[Na+], predict the reaction product. The product is: [Cl:1][C:2]1[CH:7]=[CH:6][C:5]([CH:8]([C:24]2[CH:25]=[CH:26][C:27]([S:30]([CH3:33])(=[O:31])=[O:32])=[CH:28][CH:29]=2)[CH2:9]/[C:10](/[C:12]2[CH:13]=[CH:14][C:15](=[O:23])[N:16]([CH2:18][CH2:19][C:20]([OH:22])=[O:21])[CH:17]=2)=[N:36]\[OH:37])=[C:4]([CH3:34])[CH:3]=1. (3) Given the reactants CN([CH:4]=[C:5]1[C:10](=[O:11])[CH2:9][CH2:8][CH2:7][C:6]1=O)C.C([O-])(=O)C.[Na+].[C:18]([S:21][CH3:22])(=[NH:20])[NH2:19], predict the reaction product. The product is: [CH3:22][S:21][C:18]1[N:19]=[CH:4][C:5]2[C:10](=[O:11])[CH2:9][CH2:8][CH2:7][C:6]=2[N:20]=1. (4) Given the reactants [Cl:1][C:2]1[CH:3]=[N:4][N:5]([CH3:17])[C:6]=1[C:7]1[CH:8]=[C:9]([C:14]([OH:16])=O)[S:10][C:11]=1[O:12][CH3:13].[NH2:18][C@@H:19]([CH2:32][C:33]1[CH:38]=[CH:37][CH:36]=[CH:35][C:34]=1[C:39]([F:42])([F:41])[F:40])[CH2:20][N:21]1[C:29](=[O:30])[C:28]2[C:23](=[CH:24][CH:25]=[CH:26][CH:27]=2)[C:22]1=[O:31].C1CN([P+](Br)(N2CCCC2)N2CCCC2)CC1.F[P-](F)(F)(F)(F)F.CCN(C(C)C)C(C)C, predict the reaction product. The product is: [Cl:1][C:2]1[CH:3]=[N:4][N:5]([CH3:17])[C:6]=1[C:7]1[CH:8]=[C:9]([C:14]([NH:18][C@@H:19]([CH2:32][C:33]2[CH:38]=[CH:37][CH:36]=[CH:35][C:34]=2[C:39]([F:42])([F:40])[F:41])[CH2:20][N:21]2[C:29](=[O:30])[C:28]3[C:23](=[CH:24][CH:25]=[CH:26][CH:27]=3)[C:22]2=[O:31])=[O:16])[S:10][C:11]=1[O:12][CH3:13]. (5) Given the reactants [F:1][C:2]1[CH:7]=[CH:6][C:5]([C:8]2[CH:12]=[C:11]([CH:13]3[CH2:18][CH2:17][N:16]([C:19]([O:21][C:22]([CH3:25])([CH3:24])[CH3:23])=[O:20])[CH2:15][CH2:14]3)[N:10]([CH3:26])[N:9]=2)=[CH:4][CH:3]=1.C1C(=O)N([Br:34])C(=O)C1, predict the reaction product. The product is: [Br:34][C:12]1[C:8]([C:5]2[CH:6]=[CH:7][C:2]([F:1])=[CH:3][CH:4]=2)=[N:9][N:10]([CH3:26])[C:11]=1[CH:13]1[CH2:18][CH2:17][N:16]([C:19]([O:21][C:22]([CH3:23])([CH3:25])[CH3:24])=[O:20])[CH2:15][CH2:14]1.